From a dataset of Reaction yield outcomes from USPTO patents with 853,638 reactions. Predict the reaction yield, written as a fraction of the theoretical maximum amount of product (1.0 means a 100% yield; for example, 0.34 means a 34% yield). (1) The reactants are Br[C:2]1[CH:7]=[CH:6][C:5]([Br:8])=[CH:4][N:3]=1.[Li]CCCC.[CH3:14][S:15]SC. The catalyst is C1(C)C=CC=CC=1. The product is [Br:8][C:5]1[CH:6]=[CH:7][C:2]([S:15][CH3:14])=[N:3][CH:4]=1. The yield is 0.640. (2) The reactants are [Cl:1][C:2]1[CH:10]=[C:9]2[C:5]([CH:6]=[CH:7][NH:8]2)=[CH:4][C:3]=1B1OCC(C)(C)CO1.[C:19](=O)([O-])[O-:20].[K+].[K+].Br[C:26]1[CH:35]=[CH:34][C:29]([O:30][CH2:31][CH2:32][OH:33])=[CH:28][C:27]=1[F:36]. The catalyst is CN(C=O)C.O1CCOCC1.C1C=CC(P(C2C=CC=CC=2)[C-]2C=CC=C2)=CC=1.C1C=CC(P(C2C=CC=CC=2)[C-]2C=CC=C2)=CC=1.Cl[Pd]Cl.[Fe+2]. The product is [Cl:1][C:2]1[CH:10]=[C:9]2[C:5]([C:6]([CH:19]=[O:20])=[CH:7][NH:8]2)=[CH:4][C:3]=1[C:26]1[CH:35]=[CH:34][C:29]([O:30][CH2:31][CH2:32][OH:33])=[CH:28][C:27]=1[F:36]. The yield is 0.310. (3) The product is [CH3:1][O:2][C:3]1[CH:4]=[C:5]2[C:10](=[CH:11][CH:12]=1)[C:9]([CH2:13][C:14]1[CH:19]=[CH:18][C:17]([O:20][CH2:21][CH2:22][N:23]3[CH2:24][CH2:25][CH2:26][CH2:27][CH2:28]3)=[CH:16][CH:15]=1)=[C:8]([O:29][S:31]([C:34]([F:37])([F:36])[F:35])(=[O:33])=[O:32])[CH:7]=[CH:6]2. The yield is 0.880. The reactants are [CH3:1][O:2][C:3]1[CH:4]=[C:5]2[C:10](=[CH:11][CH:12]=1)[C:9]([CH2:13][C:14]1[CH:19]=[CH:18][C:17]([O:20][CH2:21][CH2:22][N:23]3[CH2:28][CH2:27][CH2:26][CH2:25][CH2:24]3)=[CH:16][CH:15]=1)=[C:8]([OH:29])[CH:7]=[CH:6]2.[N-]([S:31]([C:34]([F:37])([F:36])[F:35])(=[O:33])=[O:32])[S:31]([C:34]([F:37])([F:36])[F:35])(=[O:33])=[O:32].C(N(CC)CC)C. The catalyst is ClC(Cl)C. (4) The reactants are [Cl:1][C:2]1[CH:27]=[CH:26][C:5]2[N:6]([CH2:17][C:18]3[CH:23]=[CH:22][C:21]([O:24][CH3:25])=[CH:20][CH:19]=3)[C:7](=[O:16])[CH2:8][N:9]=[C:10]([C:11]3[CH:12]=[N:13][NH:14][CH:15]=3)[C:4]=2[CH:3]=1.CC([O-])(C)C.[K+].Br[CH2:35][C:36]1[CH:45]=[CH:44][C:43]2[C:38](=[CH:39][CH:40]=[CH:41][CH:42]=2)[CH:37]=1. The catalyst is C1COCC1. The product is [Cl:1][C:2]1[CH:27]=[CH:26][C:5]2[N:6]([CH2:17][C:18]3[CH:23]=[CH:22][C:21]([O:24][CH3:25])=[CH:20][CH:19]=3)[C:7](=[O:16])[CH:8]([CH2:35][C:36]3[CH:45]=[CH:44][C:43]4[C:38](=[CH:39][CH:40]=[CH:41][CH:42]=4)[CH:37]=3)[N:9]=[C:10]([C:11]3[CH:15]=[N:14][NH:13][CH:12]=3)[C:4]=2[CH:3]=1. The yield is 0.480. (5) The reactants are [C:1]([O:11][CH3:12])(=[O:10])[C:2]1[NH:9][C:7](=[O:8])[NH:6][C:4](=[O:5])[CH:3]=1.II.[I:15](O)(=O)(=O)=O. The catalyst is CO. The product is [CH3:12][O:11][C:1]([C:2]1[NH:9][C:7](=[O:8])[NH:6][C:4](=[O:5])[C:3]=1[I:15])=[O:10]. The yield is 0.970. (6) The reactants are [Cl:1][C:2]1[CH:3]=[C:4]([C:9]2([C:23]([F:26])([F:25])[F:24])[CH2:13][C:12]([C:14]3[CH:21]=[CH:20][C:17]([CH:18]=O)=[C:16]([CH3:22])[CH:15]=3)=[N:11][CH2:10]2)[CH:5]=[C:6]([Cl:8])[CH:7]=1.[NH2:27][NH:28][C:29]([NH:31][CH2:32][C:33]([F:36])([F:35])[F:34])=[O:30].C(O)(=O)C.O. The catalyst is CCO. The product is [Cl:8][C:6]1[CH:5]=[C:4]([C:9]2([C:23]([F:26])([F:25])[F:24])[CH2:13][C:12]([C:14]3[CH:21]=[CH:20][C:17](/[CH:18]=[N:27]/[NH:28][C:29]([NH:31][CH2:32][C:33]([F:36])([F:35])[F:34])=[O:30])=[C:16]([CH3:22])[CH:15]=3)=[N:11][CH2:10]2)[CH:3]=[C:2]([Cl:1])[CH:7]=1. The yield is 0.730. (7) The reactants are [Li]CCCC.[CH2:6]([C:8]1[O:9][CH:10]=[CH:11][CH:12]=1)[CH3:7].[CH2:13]1[O:15][CH2:14]1.[NH4+].[Cl-]. The catalyst is C1COCC1. The product is [CH2:6]([C:8]1[O:9][C:10]([CH2:13][CH2:14][OH:15])=[CH:11][CH:12]=1)[CH3:7]. The yield is 0.802.